Dataset: Full USPTO retrosynthesis dataset with 1.9M reactions from patents (1976-2016). Task: Predict the reactants needed to synthesize the given product. Given the product [Cl:1][C:2]1[CH:12]=[C:11]([F:13])[C:10]([F:14])=[CH:9][C:3]=1[C:4]([NH:6][C:7]([NH:27][C:17]1[CH:18]=[CH:19][C:20]([C:22]2[NH:26][N:25]=[N:24][N:23]=2)=[CH:21][C:16]=1[Cl:15])=[O:8])=[O:5], predict the reactants needed to synthesize it. The reactants are: [Cl:1][C:2]1[CH:12]=[C:11]([F:13])[C:10]([F:14])=[CH:9][C:3]=1[C:4]([N:6]=[C:7]=[O:8])=[O:5].[Cl:15][C:16]1[CH:21]=[C:20]([C:22]2[NH:26][N:25]=[N:24][N:23]=2)[CH:19]=[CH:18][C:17]=1[NH2:27].